Task: Regression. Given two drug SMILES strings and cell line genomic features, predict the synergy score measuring deviation from expected non-interaction effect.. Dataset: NCI-60 drug combinations with 297,098 pairs across 59 cell lines (1) Drug 1: CCCS(=O)(=O)NC1=C(C(=C(C=C1)F)C(=O)C2=CNC3=C2C=C(C=N3)C4=CC=C(C=C4)Cl)F. Drug 2: CCC1=C2CN3C(=CC4=C(C3=O)COC(=O)C4(CC)O)C2=NC5=C1C=C(C=C5)O. Cell line: UACC62. Synergy scores: CSS=55.3, Synergy_ZIP=1.92, Synergy_Bliss=1.04, Synergy_Loewe=2.72, Synergy_HSA=6.45. (2) Drug 1: C1=CN(C(=O)N=C1N)C2C(C(C(O2)CO)O)O.Cl. Drug 2: C1CN(CCN1C(=O)CCBr)C(=O)CCBr. Cell line: HOP-92. Synergy scores: CSS=21.3, Synergy_ZIP=-2.98, Synergy_Bliss=-1.27, Synergy_Loewe=0.877, Synergy_HSA=2.35. (3) Drug 1: CC1=C2C(C(=O)C3(C(CC4C(C3C(C(C2(C)C)(CC1OC(=O)C(C(C5=CC=CC=C5)NC(=O)C6=CC=CC=C6)O)O)OC(=O)C7=CC=CC=C7)(CO4)OC(=O)C)O)C)OC(=O)C. Drug 2: C1CN1C2=NC(=NC(=N2)N3CC3)N4CC4. Cell line: SK-MEL-5. Synergy scores: CSS=49.7, Synergy_ZIP=-13.0, Synergy_Bliss=-8.98, Synergy_Loewe=-1.90, Synergy_HSA=-0.720. (4) Drug 1: C1=NNC2=C1C(=O)NC=N2. Drug 2: C1C(C(OC1N2C=NC3=C2NC=NCC3O)CO)O. Cell line: DU-145. Synergy scores: CSS=-0.953, Synergy_ZIP=1.83, Synergy_Bliss=1.49, Synergy_Loewe=-4.71, Synergy_HSA=-4.97. (5) Drug 1: CC1C(C(CC(O1)OC2CC(CC3=C2C(=C4C(=C3O)C(=O)C5=C(C4=O)C(=CC=C5)OC)O)(C(=O)C)O)N)O.Cl. Drug 2: C1CCC(C(C1)N)N.C(=O)(C(=O)[O-])[O-].[Pt+4]. Cell line: HOP-62. Synergy scores: CSS=37.5, Synergy_ZIP=1.12, Synergy_Bliss=3.02, Synergy_Loewe=-8.05, Synergy_HSA=0.641.